Dataset: Full USPTO retrosynthesis dataset with 1.9M reactions from patents (1976-2016). Task: Predict the reactants needed to synthesize the given product. (1) Given the product [C:1]([O:5][C:6]([C@@H:8]([CH2:12][N:13]([CH2:26][CH2:27][CH2:28][CH:29]=[CH2:30])[S:14]([C:17]1[CH:22]=[CH:21][CH:20]=[CH:19][C:18]=1[N+:23]([O-:25])=[O:24])(=[O:16])=[O:15])[C:9]([N:47]1[C@H:46]([C:44]([NH:43][C@:38]2([C:36]([O:35][CH2:33][CH3:34])=[O:37])[CH2:40][C@H:39]2[CH:41]=[CH2:42])=[O:45])[CH2:50][C@@H:49]([O:51][C:52]2[C:61]3[C:56](=[CH:57][CH:58]=[CH:59][CH:60]=3)[CH:55]=[CH:54][N:53]=2)[CH2:48]1)=[O:10])=[O:7])([CH3:2])([CH3:4])[CH3:3], predict the reactants needed to synthesize it. The reactants are: [C:1]([O:5][C:6]([C@@H:8]([CH2:12][N:13]([CH2:26][CH2:27][CH2:28][CH:29]=[CH2:30])[S:14]([C:17]1[CH:22]=[CH:21][CH:20]=[CH:19][C:18]=1[N+:23]([O-:25])=[O:24])(=[O:16])=[O:15])[C:9](O)=[O:10])=[O:7])([CH3:4])([CH3:3])[CH3:2].Cl.Cl.[CH2:33]([O:35][C:36]([C:38]1([NH:43][C:44]([CH:46]2[CH2:50][CH:49]([O:51][C:52]3[C:61]4[C:56](=[CH:57][CH:58]=[CH:59][CH:60]=4)[CH:55]=[CH:54][N:53]=3)[CH2:48][NH:47]2)=[O:45])[CH2:40][CH:39]1[CH:41]=[CH2:42])=[O:37])[CH3:34].CN1CCOCC1.CN(C(ON1N=NC2C=CC=NC1=2)=[N+](C)C)C.F[P-](F)(F)(F)(F)F. (2) Given the product [Cl:8][C:4]1[CH:3]=[C:2]([NH:1][C:16](=[O:21])[C:17]([CH3:20])([CH3:19])[CH3:18])[CH:7]=[CH:6][N:5]=1, predict the reactants needed to synthesize it. The reactants are: [NH2:1][C:2]1[CH:7]=[CH:6][N:5]=[C:4]([Cl:8])[CH:3]=1.C(N(CC)CC)C.[C:16](Cl)(=[O:21])[C:17]([CH3:20])([CH3:19])[CH3:18].CO. (3) Given the product [CH3:1][N:2]1[C:10]2[C:5](=[CH:6][CH:7]=[CH:8][CH:9]=2)[CH:4]=[C:3]1[S:16]([Cl:26])(=[O:18])=[O:17], predict the reactants needed to synthesize it. The reactants are: [CH3:1][N:2]1[C:10]2[C:5](=[CH:6][CH:7]=[CH:8][CH:9]=2)[CH:4]=[CH:3]1.[Li]C(C)(C)C.[S:16](=[O:18])=[O:17].C1C(=O)N([Cl:26])C(=O)C1. (4) Given the product [CH:18]1([C:21]2[NH:23][C:6](=[O:8])[CH:4]=[C:3]([C:2]([OH:12])=[O:11])[N:22]=2)[CH2:20][CH2:19]1, predict the reactants needed to synthesize it. The reactants are: [Na].[C:2]([O:12]CC)(=[O:11])[CH2:3][C:4]([C:6]([O:8]CC)=O)=O.[OH-].[Na+].Cl.[CH:18]1([C:21](=[NH:23])[NH2:22])[CH2:20][CH2:19]1.Cl.